This data is from Reaction yield outcomes from USPTO patents with 853,638 reactions. The task is: Predict the reaction yield, written as a fraction of the theoretical maximum amount of product (1.0 means a 100% yield; for example, 0.34 means a 34% yield). (1) The reactants are [NH2:1][C:2]1[C:7]2=[C:8]([C:14]3[CH:15]=[CH:16][C:17]4[C:21]([CH:22]=3)=[N:20][N:19]([CH2:23][C:24]3[CH:29]=[CH:28][CH:27]=[CH:26][CH:25]=3)[CH:18]=4)[CH:9]=[C:10]([CH2:11][CH2:12]O)[N:6]2[N:5]=[CH:4][N:3]=1.C(Br)(Br)(Br)[Br:31].C1(P(C2C=CC=CC=2)C2C=CC=CC=2)C=CC=CC=1.CCOC(C)=O. The catalyst is C1COCC1. The product is [CH2:23]([N:19]1[CH:18]=[C:17]2[C:21]([CH:22]=[C:14]([C:8]3[CH:9]=[C:10]([CH2:11][CH2:12][Br:31])[N:6]4[C:7]=3[C:2]([NH2:1])=[N:3][CH:4]=[N:5]4)[CH:15]=[CH:16]2)=[N:20]1)[C:24]1[CH:29]=[CH:28][CH:27]=[CH:26][CH:25]=1. The yield is 0.910. (2) The reactants are [CH3:1][C:2]1[CH:7]=[CH:6][C:5]([NH:8][C:9](=[O:20])[C:10]2[CH:15]=[CH:14][CH:13]=[C:12]([C:16]([F:19])([F:18])[F:17])[CH:11]=2)=[CH:4][C:3]=1[NH:21][C:22]([C:24]1[C:25]([NH2:32])=[N:26][C:27]([S:30][CH3:31])=[N:28][CH:29]=1)=[O:23].C(N(C(C)C)CC)(C)C.Cl[C:43](Cl)([O:45]C(=O)OC(Cl)(Cl)Cl)Cl. The catalyst is O1CCOCC1.CCOC(C)=O. The product is [CH3:1][C:2]1[CH:7]=[CH:6][C:5]([NH:8][C:9](=[O:20])[C:10]2[CH:15]=[CH:14][CH:13]=[C:12]([C:16]([F:18])([F:19])[F:17])[CH:11]=2)=[CH:4][C:3]=1[N:21]1[C:22](=[O:23])[C:24]2[C:25](=[N:26][C:27]([S:30][CH3:31])=[N:28][CH:29]=2)[NH:32][C:43]1=[O:45]. The yield is 0.550. (3) The reactants are [F:1][C:2]1[CH:7]=[CH:6][C:5]([CH3:8])=[CH:4][N:3]=1.[Cl:9]N1C(=O)CCC1=O.C(O)(=O)C.C(#N)C. The catalyst is C(OOC(=O)C1C=CC=CC=1)(=O)C1C=CC=CC=1. The product is [Cl:9][CH2:8][C:5]1[CH:6]=[CH:7][C:2]([F:1])=[N:3][CH:4]=1. The yield is 0.469. (4) The reactants are [C:1]([CH:5]1[CH2:10][CH2:9][CH:8]([O:11][C:12]2[CH:13]=[C:14]3[C:19](=[CH:20][CH:21]=2)[N:18]=[C:17]([C:22](=O)[CH3:23])[CH:16]=[CH:15]3)[CH2:7][CH2:6]1)([CH3:4])([CH3:3])[CH3:2].[CH3:25][O:26][C:27]([CH:29]1[CH2:32][NH:31][CH2:30]1)=[O:28].C(O)C.C([BH3-])#N.[Na+]. No catalyst specified. The product is [C:1]([C@H:5]1[CH2:10][CH2:9][C@H:8]([O:11][C:12]2[CH:13]=[C:14]3[C:19](=[CH:20][CH:21]=2)[N:18]=[C:17]([CH:22]([N:31]2[CH2:32][CH:29]([C:27]([O:26][CH3:25])=[O:28])[CH2:30]2)[CH3:23])[CH:16]=[CH:15]3)[CH2:7][CH2:6]1)([CH3:4])([CH3:3])[CH3:2]. The yield is 0.650. (5) The yield is 1.00. The reactants are Cl.[CH3:2][NH:3][O:4][CH3:5].[Cl:6][C:7]1[CH:8]=[C:9]([CH:13]=[CH:14][C:15]=1[Cl:16])[C:10](Cl)=[O:11].CCN(C(C)C)C(C)C.O. The product is [Cl:6][C:7]1[CH:8]=[C:9]([CH:13]=[CH:14][C:15]=1[Cl:16])[C:10]([N:3]([O:4][CH3:5])[CH3:2])=[O:11]. The catalyst is CCOC(C)=O. (6) The reactants are [N:1]([CH2:4][CH2:5][N:6]1[C:10]2[CH:11]=[CH:12][C:13]([C:15]([N:17]3[CH:22]4[CH2:23][CH2:24][CH:18]3[CH2:19][CH:20]([OH:25])[CH2:21]4)=[O:16])=[CH:14][C:9]=2[N:8]=[CH:7]1)=[N+]=[N-]. The catalyst is CO.[Pd]. The product is [NH2:1][CH2:4][CH2:5][N:6]1[C:10]2[CH:11]=[CH:12][C:13]([C:15]([N:17]3[CH:18]4[CH2:24][CH2:23][CH:22]3[CH2:21][CH:20]([OH:25])[CH2:19]4)=[O:16])=[CH:14][C:9]=2[N:8]=[CH:7]1. The yield is 0.860.